Dataset: Reaction yield outcomes from USPTO patents with 853,638 reactions. Task: Predict the reaction yield, written as a fraction of the theoretical maximum amount of product (1.0 means a 100% yield; for example, 0.34 means a 34% yield). (1) The reactants are [C:1]([N:6]1[CH2:11][CH2:10][N:9]([C:12]([C:14]2[CH:15]=[C:16]([CH:19]=[CH:20][CH:21]=2)[CH:17]=O)=[O:13])[CH2:8][CH2:7]1)(=[O:5])[CH:2]([CH3:4])[CH3:3].[N:22]1[CH:27]=[CH:26][C:25](/[CH:28]=[N:29]/[C:30]2[CH:38]=[CH:37][CH:36]=C3C=2COC3=O)=[CH:24][CH:23]=1.[CH3:40][O-:41].[Na+].CO.[C:45]([O:49][CH2:50]C)(=[O:48])[CH2:46][CH3:47]. No catalyst specified. The product is [C:1]([N:6]1[CH2:11][CH2:10][N:9]([C:12]([C:14]2[CH:15]=[C:16]([CH:17]3[C:40](=[O:41])[C:47]4[C:46]([C:45]([O:49][CH3:50])=[O:48])=[CH:36][CH:37]=[CH:38][C:30]=4[NH:29][CH:28]3[C:25]3[CH:24]=[CH:23][N:22]=[CH:27][CH:26]=3)[CH:19]=[CH:20][CH:21]=2)=[O:13])[CH2:8][CH2:7]1)(=[O:5])[CH:2]([CH3:4])[CH3:3]. The yield is 0.260. (2) The reactants are [CH3:1][O:2][CH2:3][C@H:4]1[CH2:8][N:7]([C:9]([O:11][C:12]([CH3:15])([CH3:14])[CH3:13])=[O:10])[C@H:6]([C:16]2[NH:20][C:19]3[C:21]4[C:26]([CH:27]=[CH:28][C:18]=3[N:17]=2)=[CH:25][C:24]2[C:29]3[C:34]([CH2:35][O:36][C:23]=2[CH:22]=4)=[CH:33][C:32](B2OC(C)(C)C(C)(C)O2)=[CH:31][CH:30]=3)[CH2:5]1.Br[C:47]1[NH:51][C:50]([C@@H:52]2[CH2:56][CH2:55][CH2:54][N:53]2[C:57](=[O:67])[C@@H:58]([NH:62][C:63](=[O:66])[O:64][CH3:65])[CH:59]([CH3:61])[CH3:60])=[N:49][CH:48]=1.C(=O)([O-])[O-].[K+].[K+]. The catalyst is COCCOC.CN(C)C=O.[Pd].C1(P(C2C=CC=CC=2)C2C=CC=CC=2)C=CC=CC=1.C1(P(C2C=CC=CC=2)C2C=CC=CC=2)C=CC=CC=1.C1(P(C2C=CC=CC=2)C2C=CC=CC=2)C=CC=CC=1.C1(P(C2C=CC=CC=2)C2C=CC=CC=2)C=CC=CC=1.C1C=CC(P(C2C=CC=CC=2)[C-]2C=CC=C2)=CC=1.C1C=CC(P(C2C=CC=CC=2)[C-]2C=CC=C2)=CC=1.Cl[Pd]Cl.[Fe+2]. The product is [CH3:65][O:64][C:63]([NH:62][C@@H:58]([CH:59]([CH3:61])[CH3:60])[C:57]([N:53]1[CH2:54][CH2:55][CH2:56][C@H:52]1[C:50]1[NH:51][C:47]([C:32]2[CH:33]=[C:34]3[CH2:35][O:36][C:23]4[CH:22]=[C:21]5[C:26]([CH:27]=[CH:28][C:18]6[N:17]=[C:16]([C@@H:6]7[CH2:5][C@@H:4]([CH2:3][O:2][CH3:1])[CH2:8][N:7]7[C:9]([O:11][C:12]([CH3:13])([CH3:14])[CH3:15])=[O:10])[NH:20][C:19]=65)=[CH:25][C:24]=4[C:29]3=[CH:30][CH:31]=2)=[CH:48][N:49]=1)=[O:67])=[O:66]. The yield is 0.450. (3) The reactants are [Cl:1][C:2]1[CH:9]=[CH:8][CH:7]=[C:6]([CH3:10])[C:3]=1[CH:4]=[O:5].P([O-])([O-])([O-])=[O:12].[Na+].[Na+].[Na+].OO.Cl([O-])=O.[Na+].S(=O)(O)[O-].[Na+]. The catalyst is O.C(#N)C. The product is [Cl:1][C:2]1[CH:9]=[CH:8][CH:7]=[C:6]([CH3:10])[C:3]=1[C:4]([OH:12])=[O:5]. The yield is 0.650. (4) The reactants are Cl[C:2]1[N:11]=[C:10]([N:12]2[CH2:17][CH2:16][O:15][CH2:14][CH2:13]2)[C:9]2[C:4](=[CH:5][C:6]([C:18]3[O:19][C:20]([CH3:23])=[CH:21][CH:22]=3)=[CH:7][CH:8]=2)[N:3]=1.CC1(C)C(C)(C)OB([C:32]2[CH:37]=[CH:36][C:35]([NH:38][C:39](=[O:51])[NH:40][C:41]3[CH:46]=[CH:45][C:44]([NH:47][C:48](=[O:50])[CH3:49])=[CH:43][CH:42]=3)=[CH:34][CH:33]=2)O1.C(=O)([O-])[O-].[Cs+].[Cs+].C1(C)C=CC=CC=1. The catalyst is O.CCO. The product is [CH3:23][C:20]1[O:19][C:18]([C:6]2[CH:5]=[C:4]3[C:9]([C:10]([N:12]4[CH2:17][CH2:16][O:15][CH2:14][CH2:13]4)=[N:11][C:2]([C:32]4[CH:33]=[CH:34][C:35]([NH:38][C:39](=[O:51])[NH:40][C:41]5[CH:42]=[CH:43][C:44]([NH:47][C:48](=[O:50])[CH3:49])=[CH:45][CH:46]=5)=[CH:36][CH:37]=4)=[N:3]3)=[CH:8][CH:7]=2)=[CH:22][CH:21]=1. The yield is 0.100.